Predict the reactants needed to synthesize the given product. From a dataset of Full USPTO retrosynthesis dataset with 1.9M reactions from patents (1976-2016). (1) The reactants are: [CH3:1][O:2][C:3]1[CH:8]=[C:7]([N+:9]([O-:11])=[O:10])[CH:6]=[CH:5][C:4]=1[CH2:12][C:13]([OH:15])=[O:14].CO.Cl[CH2:19]Cl. Given the product [CH3:1][O:2][C:3]1[CH:8]=[C:7]([N+:9]([O-:11])=[O:10])[CH:6]=[CH:5][C:4]=1[CH2:12][C:13]([O:15][CH3:19])=[O:14], predict the reactants needed to synthesize it. (2) Given the product [C:17]1([C:20]2[CH:21]=[CH:22][CH:23]=[CH:24][CH:25]=2)[CH:18]=[CH:19][C:14]([CH2:13][C@@H:12]([NH:8][C:6]([O:5][C:1]([CH3:4])([CH3:3])[CH3:2])=[O:7])/[CH:11]=[C:10](/[CH3:26])\[C:9]([OH:28])=[O:27])=[CH:15][CH:16]=1, predict the reactants needed to synthesize it. The reactants are: [C:1]([O:5][C:6]([N:8]1[C@H:12]([CH2:13][C:14]2[CH:19]=[CH:18][C:17]([C:20]3[CH:25]=[CH:24][CH:23]=[CH:22][CH:21]=3)=[CH:16][CH:15]=2)[CH:11]=[C:10]([CH3:26])[C:9]1=[O:27])=[O:7])([CH3:4])([CH3:3])[CH3:2].[O:28]1CCCC1.[OH-].[Li+].P(=O)(O)(O)O. (3) Given the product [CH3:8][C:4]1[CH:5]=[CH:6][CH:7]=[C:2]([CH3:1])[C:3]=1[C:9]1[CH:14]=[CH:13][CH:12]=[C:11]([CH2:15][OH:16])[CH:10]=1, predict the reactants needed to synthesize it. The reactants are: [CH3:1][C:2]1[CH:7]=[CH:6][CH:5]=[C:4]([CH3:8])[C:3]=1[C:9]1[CH:14]=[CH:13][CH:12]=[C:11]([CH:15]=[O:16])[CH:10]=1.[BH4-].[Na+].Cl. (4) Given the product [C:47]([O:41][C:38]1[CH:37]=[CH:36][C:35]([CH2:34][C@@H:18]2[N:13]3[C:14](=[O:17])[CH2:15][CH2:16][N:11]([C:9](=[O:10])[NH:8][CH2:1][C:2]4[CH:7]=[CH:6][CH:5]=[CH:4][CH:3]=4)[CH:12]3[C@H:21]([CH3:42])[N:20]([CH2:22][C:23]3[C:32]4[C:27](=[CH:28][CH:29]=[CH:30][CH:31]=4)[CH:26]=[CH:25][CH:24]=3)[C:19]2=[O:33])=[CH:40][CH:39]=1)(=[O:63])[CH2:48][CH2:49][CH2:50][CH2:51][CH2:52][CH2:53][CH2:54][CH2:55][CH2:56][CH2:57][CH2:58][CH2:59][CH2:60][CH2:61][CH3:62], predict the reactants needed to synthesize it. The reactants are: [CH2:1]([NH:8][C:9]([N:11]1[CH2:16][CH2:15][C:14](=[O:17])[N:13]2[C@@H:18]([CH2:34][C:35]3[CH:40]=[CH:39][C:38]([OH:41])=[CH:37][CH:36]=3)[C:19](=[O:33])[N:20]([CH2:22][C:23]3[C:32]4[C:27](=[CH:28][CH:29]=[CH:30][CH:31]=4)[CH:26]=[CH:25][CH:24]=3)[CH2:21][CH:12]12)=[O:10])[C:2]1[CH:7]=[CH:6][CH:5]=[CH:4][CH:3]=1.[CH2:42]1COCC1.[C:47](Cl)(=[O:63])[CH2:48][CH2:49][CH2:50][CH2:51][CH2:52][CH2:53][CH2:54][CH2:55][CH2:56][CH2:57][CH2:58][CH2:59][CH2:60][CH2:61][CH3:62].C(N(CC)CC)C. (5) The reactants are: [C:1]([O:12][CH3:13])(=[O:11])[C:2]1[CH:10]=[CH:9][C:5]([C:6]([O-:8])=O)=[CH:4][CH:3]=1.C(Cl)CCl.C1C=CC2N(O)N=NC=2C=1.[F:28][C:29]1[CH:35]=[CH:34][C:32]([NH2:33])=[CH:31][CH:30]=1. Given the product [F:28][C:29]1[CH:35]=[CH:34][C:32]([NH:33][C:6]([C:5]2[CH:4]=[CH:3][C:2]([C:1]([O:12][CH3:13])=[O:11])=[CH:10][CH:9]=2)=[O:8])=[CH:31][CH:30]=1, predict the reactants needed to synthesize it.